From a dataset of NCI-60 drug combinations with 297,098 pairs across 59 cell lines. Regression. Given two drug SMILES strings and cell line genomic features, predict the synergy score measuring deviation from expected non-interaction effect. (1) Drug 1: C1CCN(CC1)CCOC2=CC=C(C=C2)C(=O)C3=C(SC4=C3C=CC(=C4)O)C5=CC=C(C=C5)O. Drug 2: C1=CN(C(=O)N=C1N)C2C(C(C(O2)CO)O)O.Cl. Cell line: SK-MEL-2. Synergy scores: CSS=17.9, Synergy_ZIP=-2.52, Synergy_Bliss=5.65, Synergy_Loewe=-8.19, Synergy_HSA=2.82. (2) Drug 1: CC12CCC(CC1=CCC3C2CCC4(C3CC=C4C5=CN=CC=C5)C)O. Drug 2: CC1=C(C=C(C=C1)NC2=NC=CC(=N2)N(C)C3=CC4=NN(C(=C4C=C3)C)C)S(=O)(=O)N.Cl. Cell line: SK-OV-3. Synergy scores: CSS=-0.00700, Synergy_ZIP=0.799, Synergy_Bliss=4.37, Synergy_Loewe=0.923, Synergy_HSA=2.26. (3) Drug 1: CCC1=CC2CC(C3=C(CN(C2)C1)C4=CC=CC=C4N3)(C5=C(C=C6C(=C5)C78CCN9C7C(C=CC9)(C(C(C8N6C)(C(=O)OC)O)OC(=O)C)CC)OC)C(=O)OC.C(C(C(=O)O)O)(C(=O)O)O. Drug 2: C1=NC2=C(N=C(N=C2N1C3C(C(C(O3)CO)O)O)F)N. Cell line: OVCAR-8. Synergy scores: CSS=30.7, Synergy_ZIP=-10.7, Synergy_Bliss=-8.41, Synergy_Loewe=-12.7, Synergy_HSA=-5.95. (4) Drug 1: C(=O)(N)NO. Drug 2: CC1=C(C(=O)C2=C(C1=O)N3CC4C(C3(C2COC(=O)N)OC)N4)N. Cell line: RXF 393. Synergy scores: CSS=1.29, Synergy_ZIP=-1.37, Synergy_Bliss=-1.72, Synergy_Loewe=-2.45, Synergy_HSA=-1.58.